Dataset: Forward reaction prediction with 1.9M reactions from USPTO patents (1976-2016). Task: Predict the product of the given reaction. Given the reactants [CH3:1][O:2][CH2:3][CH2:4][OH:5].CC([O-])(C)C.[K+].Cl[C:13]1[N:31]=[C:30]([Cl:32])[CH:29]=[CH:28][C:14]=1[C:15]([NH:17][C@H:18]1[CH2:23][CH2:22][C@H:21]([C:24]([F:27])([F:26])[F:25])[CH2:20][CH2:19]1)=[O:16], predict the reaction product. The product is: [Cl:32][C:30]1[CH:29]=[CH:28][C:14]([C:15]([NH:17][C@H:18]2[CH2:23][CH2:22][C@H:21]([C:24]([F:27])([F:26])[F:25])[CH2:20][CH2:19]2)=[O:16])=[C:13]([O:5][CH2:4][CH2:3][O:2][CH3:1])[N:31]=1.